Task: Predict the product of the given reaction.. Dataset: Forward reaction prediction with 1.9M reactions from USPTO patents (1976-2016) (1) Given the reactants [C:1]([CH2:3][C:4]1([N:8]2[CH2:13][CH2:12][CH:11]([N:14]([C@@H:21]3[CH2:23][C@H:22]3[C:24]3[CH:29]=[CH:28][CH:27]=[CH:26][CH:25]=3)[C:15](=[O:20])[C:16]([F:19])([F:18])[F:17])[CH2:10][CH2:9]2)[CH2:7][NH:6][CH2:5]1)#[N:2].CCN(C(C)C)C(C)C.[C:39](Cl)(=[O:46])[C:40]1[CH:45]=[CH:44][CH:43]=[CH:42][CH:41]=1.[OH-].[Na+].O, predict the reaction product. The product is: [C:1](#[N:2])[CH3:3].[OH2:20].[C:15]([OH:20])([C:16]([F:19])([F:18])[F:17])=[O:46].[C:39]([N:6]1[CH2:5][C:4]([CH2:3][C:1]#[N:2])([N:8]2[CH2:13][CH2:12][CH:11]([NH:14][C@@H:21]3[CH2:23][C@H:22]3[C:24]3[CH:29]=[CH:28][CH:27]=[CH:26][CH:25]=3)[CH2:10][CH2:9]2)[CH2:7]1)(=[O:46])[C:40]1[CH:45]=[CH:44][CH:43]=[CH:42][CH:41]=1.[C:15]([OH:20])([C:16]([F:19])([F:18])[F:17])=[O:46]. (2) Given the reactants [NH2:1][CH2:2][C:3]1[C:4]([F:21])=[C:5]([O:11][C:12]2[CH:13]=[C:14]([CH:17]=[C:18]([Cl:20])[CH:19]=2)[C:15]#[N:16])[C:6]([CH2:9][CH3:10])=[CH:7][CH:8]=1.[Cl:22][C:23]1[N:24]=[CH:25][N:26]([CH2:31][O:32][CH2:33][CH2:34][Si:35]([CH3:38])([CH3:37])[CH3:36])[C:27]=1[C:28](O)=[O:29].C(Cl)CCl.C1C=CC2N(O)N=NC=2C=1.C([O-])(O)=O.[Na+], predict the reaction product. The product is: [Cl:22][C:23]1[N:24]=[CH:25][N:26]([CH2:31][O:32][CH2:33][CH2:34][Si:35]([CH3:38])([CH3:37])[CH3:36])[C:27]=1[C:28]([NH:1][CH2:2][C:3]1[CH:8]=[CH:7][C:6]([CH2:9][CH3:10])=[C:5]([O:11][C:12]2[CH:13]=[C:14]([C:15]#[N:16])[CH:17]=[C:18]([Cl:20])[CH:19]=2)[C:4]=1[F:21])=[O:29]. (3) Given the reactants C[O:2][C:3](=[O:27])[C:4]1[CH:9]=[CH:8][C:7]([C:10]2[C:15]([C:16]#[C:17][C:18]3[CH:19]=[N:20][C:21]([NH2:24])=[CH:22][CH:23]=3)=[C:14]([CH3:25])[N:13]=[CH:12][N:11]=2)=[CH:6][C:5]=1[F:26].[Li+].[OH-], predict the reaction product. The product is: [NH2:24][C:21]1[N:20]=[CH:19][C:18]([C:17]#[C:16][C:15]2[C:10]([C:7]3[CH:8]=[CH:9][C:4]([C:3]([OH:27])=[O:2])=[C:5]([F:26])[CH:6]=3)=[N:11][CH:12]=[N:13][C:14]=2[CH3:25])=[CH:23][CH:22]=1. (4) Given the reactants [Cl:1][C:2]1[N:7]=[C:6]([NH:8][C:9]2[O:13][N:12]=[C:11]([CH3:14])[C:10]=2[CH3:15])[CH:5]=[CH:4][N:3]=1.[C:16](=O)([O-])[O-].[K+].[K+].IC, predict the reaction product. The product is: [Cl:1][C:2]1[N:7]=[C:6]([N:8]([C:9]2[O:13][N:12]=[C:11]([CH3:14])[C:10]=2[CH3:15])[CH3:16])[CH:5]=[CH:4][N:3]=1.